Dataset: Forward reaction prediction with 1.9M reactions from USPTO patents (1976-2016). Task: Predict the product of the given reaction. Given the reactants [NH2:1][C:2]1[C:11]2[C:6](=[CH:7][CH:8]=[CH:9][C:10]=2[O:12][CH:13]2[CH2:18][CH2:17][CH2:16][CH2:15][CH2:14]2)[N:5]=[C:4]([CH3:19])[C:3]=1[C:20]([O:22]CC)=[O:21].[OH-].[Na+].Cl, predict the reaction product. The product is: [NH2:1][C:2]1[C:11]2[C:6](=[CH:7][CH:8]=[CH:9][C:10]=2[O:12][CH:13]2[CH2:18][CH2:17][CH2:16][CH2:15][CH2:14]2)[N:5]=[C:4]([CH3:19])[C:3]=1[C:20]([OH:22])=[O:21].